This data is from Forward reaction prediction with 1.9M reactions from USPTO patents (1976-2016). The task is: Predict the product of the given reaction. (1) The product is: [CH3:43][O:1][C:2]1[C:11](=[O:12])[C:10]2[C:5](=[CH:6][C:7]([O:13][CH2:14][C:15]3[CH:16]=[CH:17][CH:18]=[CH:19][CH:20]=3)=[CH:8][CH:9]=2)[O:4][C:3]=1[C:21]1[CH:26]=[CH:25][C:24]([O:27][CH2:28][C:29]2[CH:30]=[CH:31][CH:32]=[CH:33][CH:34]=2)=[C:23]([O:35][CH2:36][C:37]2[CH:42]=[CH:41][CH:40]=[CH:39][CH:38]=2)[CH:22]=1. Given the reactants [OH:1][C:2]1[C:11](=[O:12])[C:10]2[C:5](=[CH:6][C:7]([O:13][CH2:14][C:15]3[CH:20]=[CH:19][CH:18]=[CH:17][CH:16]=3)=[CH:8][CH:9]=2)[O:4][C:3]=1[C:21]1[CH:26]=[CH:25][C:24]([O:27][CH2:28][C:29]2[CH:34]=[CH:33][CH:32]=[CH:31][CH:30]=2)=[C:23]([O:35][CH2:36][C:37]2[CH:42]=[CH:41][CH:40]=[CH:39][CH:38]=2)[CH:22]=1.[CH2:43](OC1C=C(C=CC=1OCC1C=CC=CC=1)C1OC2C(C(=O)C=1)=CC=C(OC)C=2)C1C=CC=CC=1, predict the reaction product. (2) Given the reactants [CH3:1][C:2]1([C:13](=[O:32])[NH:14][CH2:15][C:16]2[CH:21]=[C:20]([C:22]3[CH:23]=[N:24][C:25]([C:28]([F:31])([F:30])[F:29])=[CH:26][CH:27]=3)[N:19]=[CH:18][N:17]=2)[CH2:5][CH2:4][N:3]1C(OC(C)(C)C)=O.[ClH:33].O1CCOCC1, predict the reaction product. The product is: [Cl-:33].[CH3:1][C:2]1([C:13](=[O:32])[NH:14][CH2:15][C:16]2[CH:21]=[C:20]([C:22]3[CH:23]=[N:24][C:25]([C:28]([F:31])([F:30])[F:29])=[CH:26][CH:27]=3)[N:19]=[CH:18][N:17]=2)[CH2:5][CH2:4][NH2+:3]1. (3) Given the reactants [F:1][C:2]1[CH:3]=[C:4]([CH:33]=[CH:34][CH:35]=1)[CH2:5][N:6]1[CH:10]=[C:9]([C:11]2[C:19]3[C:14](=[N:15][CH:16]=[C:17]([C:20]4[CH:25]=[CH:24][C:23]([C:26]5[CH2:27][CH2:28][N:29]([CH3:32])[CH2:30][CH:31]=5)=[CH:22][CH:21]=4)[CH:18]=3)[NH:13][CH:12]=2)[CH:8]=[N:7]1, predict the reaction product. The product is: [F:1][C:2]1[CH:3]=[C:4]([CH:33]=[CH:34][CH:35]=1)[CH2:5][N:6]1[CH:10]=[C:9]([C:11]2[C:19]3[C:14](=[N:15][CH:16]=[C:17]([C:20]4[CH:21]=[CH:22][C:23]([CH:26]5[CH2:27][CH2:28][N:29]([CH3:32])[CH2:30][CH2:31]5)=[CH:24][CH:25]=4)[CH:18]=3)[NH:13][CH:12]=2)[CH:8]=[N:7]1. (4) Given the reactants [O:1]([C:8]1[CH:9]=[C:10]([NH:14][CH2:15][C:16]2[CH:17]=[C:18]([CH:23]=[CH:24][CH:25]=2)[C:19]([O:21][CH3:22])=[O:20])[CH:11]=[CH:12][CH:13]=1)[C:2]1[CH:7]=[CH:6][CH:5]=[CH:4][CH:3]=1.[F:26][C:27]([F:32])([F:31])[CH:28]1[O:30][CH2:29]1.FC(F)(F)S([O-])(=O)=O.[Yb+3].FC(F)(F)S([O-])(=O)=O.FC(F)(F)S([O-])(=O)=O, predict the reaction product. The product is: [O:1]([C:8]1[CH:9]=[C:10]([N:14]([CH2:15][C:16]2[CH:17]=[C:18]([CH:23]=[CH:24][CH:25]=2)[C:19]([O:21][CH3:22])=[O:20])[CH2:29][CH:28]([OH:30])[C:27]([F:32])([F:31])[F:26])[CH:11]=[CH:12][CH:13]=1)[C:2]1[CH:7]=[CH:6][CH:5]=[CH:4][CH:3]=1.